Dataset: Full USPTO retrosynthesis dataset with 1.9M reactions from patents (1976-2016). Task: Predict the reactants needed to synthesize the given product. (1) Given the product [C:1]([O:5][C:6](=[O:23])[NH:7][C:8]1[CH:13]=[C:12]([N:14]([CH3:18])[CH2:15][CH2:16][CH3:17])[C:11]([Cl:19])=[CH:10][C:9]=1[NH2:20])([CH3:2])([CH3:3])[CH3:4], predict the reactants needed to synthesize it. The reactants are: [C:1]([O:5][C:6](=[O:23])[NH:7][C:8]1[CH:13]=[C:12]([N:14]([CH3:18])[CH2:15][CH2:16][CH3:17])[C:11]([Cl:19])=[CH:10][C:9]=1[N+:20]([O-])=O)([CH3:4])([CH3:3])[CH3:2].O.O.Cl[Sn]Cl. (2) Given the product [C:45]([C:42]1[CH:43]=[C:44]2[C:39](=[CH:40][CH:41]=1)[N:38]([CH:47]1[CH2:52][CH2:51][CH2:50][CH2:49][O:48]1)[N:37]=[C:36]2[C:32]1[CH:31]=[C:30]([NH:29][C:14]([CH:11]2[CH2:10][CH2:9][N:8]([C:6]([O:5][C:1]([CH3:2])([CH3:3])[CH3:4])=[O:7])[CH2:13][CH2:12]2)=[O:16])[CH:35]=[CH:34][CH:33]=1)#[N:46], predict the reactants needed to synthesize it. The reactants are: [C:1]([O:5][C:6]([N:8]1[CH2:13][CH2:12][CH:11]([C:14]([OH:16])=O)[CH2:10][CH2:9]1)=[O:7])([CH3:4])([CH3:3])[CH3:2].Cl.CN(C)CCCN=C=NCC.[NH2:29][C:30]1[CH:31]=[C:32]([C:36]2[C:44]3[C:39](=[CH:40][CH:41]=[C:42]([C:45]#[N:46])[CH:43]=3)[N:38]([CH:47]3[CH2:52][CH2:51][CH2:50][CH2:49][O:48]3)[N:37]=2)[CH:33]=[CH:34][CH:35]=1. (3) The reactants are: [O:1]1[C:5]2([CH2:10][CH2:9][CH:8]([CH2:11][OH:12])[CH2:7][CH2:6]2)[O:4][CH2:3][CH2:2]1.C(N(CC)CC)C.[CH3:20][S:21](Cl)(=[O:23])=[O:22]. Given the product [CH3:20][S:21]([O:12][CH2:11][CH:8]1[CH2:9][CH2:10][C:5]2([O:4][CH2:3][CH2:2][O:1]2)[CH2:6][CH2:7]1)(=[O:23])=[O:22], predict the reactants needed to synthesize it. (4) Given the product [CH3:13][N:6]([CH2:5][C:4]([OH:14])=[O:3])[C:7]1[CH:12]=[CH:11][CH:10]=[CH:9][CH:8]=1, predict the reactants needed to synthesize it. The reactants are: C([O:3][C:4](=[O:14])[CH2:5][N:6]([CH3:13])[C:7]1[CH:12]=[CH:11][CH:10]=[CH:9][CH:8]=1)C.[OH-].[Na+].Cl. (5) Given the product [I:11][C:5]1[C:4]([O:12][CH3:13])=[CH:3][C:2]([CH:24]([OH:25])[C:23]([CH3:27])([CH3:26])[CH3:22])=[C:7]([N+:8]([O-:10])=[O:9])[CH:6]=1, predict the reactants needed to synthesize it. The reactants are: I[C:2]1[CH:3]=[C:4]([O:12][CH3:13])[C:5]([I:11])=[CH:6][C:7]=1[N+:8]([O-:10])=[O:9].C1([Mg]Cl)C=CC=CC=1.[CH3:22][C:23]([CH3:27])([CH3:26])[CH:24]=[O:25]. (6) Given the product [NH:27]1[C:31]([CH2:30][CH2:29][NH:34][C:16]([C:5]2[C:6]3[N:10]=[C:9]([C:11]4[S:12][CH:13]=[CH:14][CH:15]=4)[NH:8][C:7]=3[C:2]([F:1])=[CH:3][CH:4]=2)=[O:18])=[CH:32][N:33]=[CH:28]1, predict the reactants needed to synthesize it. The reactants are: [F:1][C:2]1[C:7]2[NH:8][C:9]([C:11]3[S:12][CH:13]=[CH:14][CH:15]=3)=[N:10][C:6]=2[C:5]([C:16]([OH:18])=O)=[CH:4][CH:3]=1.CN(C(O[N:27]1N=[N:34][C:29]2[CH:30]=[CH:31][CH:32]=[N:33][C:28]1=2)=[N+](C)C)C.F[P-](F)(F)(F)(F)F.CCN(C(C)C)C(C)C.N1C=C(CCN)N=C1.